From a dataset of Forward reaction prediction with 1.9M reactions from USPTO patents (1976-2016). Predict the product of the given reaction. (1) Given the reactants [N:1]([C:4]1[CH:23]=[CH:22][C:7]([CH2:8][C:9]2[C:10]([CH2:20][CH3:21])=[N:11][N:12]3[C:17]([CH3:18])=[CH:16][C:15]([CH3:19])=[N:14][C:13]=23)=[CH:6][CH:5]=1)=[N+:2]=[N-:3].C(OC([N:31]1[CH2:36][CH2:35][C:34]([OH:40])([CH2:37][C:38]#[CH:39])[CH2:33][CH2:32]1)=O)(C)(C)C, predict the reaction product. The product is: [CH2:20]([C:10]1[C:9]([CH2:8][C:7]2[CH:22]=[CH:23][C:4]([N:1]3[CH:39]=[C:38]([CH2:37][C:34]4([OH:40])[CH2:35][CH2:36][NH:31][CH2:32][CH2:33]4)[N:3]=[N:2]3)=[CH:5][CH:6]=2)=[C:13]2[N:14]=[C:15]([CH3:19])[CH:16]=[C:17]([CH3:18])[N:12]2[N:11]=1)[CH3:21]. (2) Given the reactants F[C:2]1[CH:7]=[CH:6][CH:5]=[CH:4][C:3]=1[S:8]([NH:11][C:12]1[C:21]([C:22]([OH:24])=[O:23])=[C:20]2[C:15]([CH:16]3[CH2:25][CH:17]3[CH2:18][O:19]2)=[CH:14][CH:13]=1)(=[O:10])=[O:9].[N:26]12[CH2:33][CH2:32][CH:29]([CH2:30][CH2:31]1)[C@H:28]([NH2:34])[CH2:27]2, predict the reaction product. The product is: [N:26]12[CH2:33][CH2:32][CH:29]([CH2:30][CH2:31]1)[C@H:28]([NH:34][C:2]1[CH:7]=[CH:6][CH:5]=[CH:4][C:3]=1[S:8]([NH:11][C:12]1[C:21]([C:22]([OH:24])=[O:23])=[C:20]3[C:15]([CH:16]4[CH2:25][CH:17]4[CH2:18][O:19]3)=[CH:14][CH:13]=1)(=[O:10])=[O:9])[CH2:27]2. (3) Given the reactants [CH2:1]([C:8]1[C:9]([NH:23]C(=O)C)=[N:10][C:11]2[CH:12]=[CH:13][C:14]3[CH:21]=[C:20]([OH:22])[CH:19]=[CH:18][C:15]=3[C:16]=2[N:17]=1)[C:2]1[CH:7]=[CH:6][CH:5]=[CH:4][CH:3]=1, predict the reaction product. The product is: [NH2:23][C:9]1[C:8]([CH2:1][C:2]2[CH:7]=[CH:6][CH:5]=[CH:4][CH:3]=2)=[N:17][C:16]2[C:15]3[CH:18]=[CH:19][C:20]([OH:22])=[CH:21][C:14]=3[CH:13]=[CH:12][C:11]=2[N:10]=1. (4) Given the reactants [Cl:1][C:2]1[C:6]([Cl:7])=[C:5]([CH3:8])[NH:4][C:3]=1[C:9]([NH:11][CH:12]1[CH2:17][CH2:16][NH:15][CH2:14][CH2:13]1)=[O:10].[C:18]([N:20]=[C:21](SC)[S:22][CH3:23])#[N:19], predict the reaction product. The product is: [C:18]([N:20]=[C:21]([N:15]1[CH2:16][CH2:17][CH:12]([NH:11][C:9]([C:3]2[NH:4][C:5]([CH3:8])=[C:6]([Cl:7])[C:2]=2[Cl:1])=[O:10])[CH2:13][CH2:14]1)[S:22][CH3:23])#[N:19]. (5) Given the reactants [Br:1][C:2]1[CH:3]=[N:4][CH:5]=[C:6]2[C:11]=1[N:10]=[C:9]([C:12]([N:14]1[CH2:18][CH2:17][C:16]([F:20])([F:19])[CH2:15]1)=[O:13])[CH:8]=[CH:7]2.ClC1C=C(C=CC=1)C(OO)=[O:26], predict the reaction product. The product is: [Br:1][C:2]1[CH:3]=[N+:4]([O-:26])[CH:5]=[C:6]2[C:11]=1[N:10]=[C:9]([C:12]([N:14]1[CH2:18][CH2:17][C:16]([F:19])([F:20])[CH2:15]1)=[O:13])[CH:8]=[CH:7]2. (6) Given the reactants C([C:5]1[N:10]=[C:9]([O:11][C:12]2[C:17]([CH3:18])=[CH:16][C:15]([CH3:19])=[CH:14][C:13]=2[CH3:20])[C:8]([C:21]([NH:23][S:24]([C:26]2[CH:31]=[CH:30][CH:29]=[C:28]([F:32])[N:27]=2)=[O:25])=[O:22])=[CH:7][CH:6]=1)(C)(C)C.ClOC(C)(C)C.C[Si](C)(C)[NH:41][Si](C)(C)C, predict the reaction product. The product is: [F:32][C:28]1[N:27]=[C:26]([S:24]([NH:23][C:21](=[O:22])[C:8]2[CH:7]=[CH:6][CH:5]=[N:10][C:9]=2[O:11][C:12]2[C:17]([CH3:18])=[CH:16][C:15]([CH3:19])=[CH:14][C:13]=2[CH3:20])(=[NH:41])=[O:25])[CH:31]=[CH:30][CH:29]=1. (7) Given the reactants Br[C:2]1[CH:3]=[N:4][C:5]([N:8]2[CH2:13][CH2:12][N:11]([C:14]([O:16][C:17]([CH3:20])([CH3:19])[CH3:18])=[O:15])[CH2:10][CH2:9]2)=[N:6][CH:7]=1.[F:21][C:22]1[CH:27]=[CH:26][CH:25]=[CH:24][C:23]=1[OH:28].C(=O)([O-])[O-].[Cs+].[Cs+], predict the reaction product. The product is: [F:21][C:22]1[CH:27]=[CH:26][CH:25]=[CH:24][C:23]=1[O:28][C:2]1[CH:3]=[N:4][C:5]([N:8]2[CH2:13][CH2:12][N:11]([C:14]([O:16][C:17]([CH3:20])([CH3:19])[CH3:18])=[O:15])[CH2:10][CH2:9]2)=[N:6][CH:7]=1. (8) Given the reactants [CH2:1]([O:3][C:4]1[C:13]([NH2:14])=[C:12]2[C:7]([C:8]([CH2:15][C:16]3[CH:21]=[C:20]([O:22][CH3:23])[C:19]([O:24][CH3:25])=[C:18]([O:26][CH3:27])[CH:17]=3)=[CH:9][N:10]=[CH:11]2)=[CH:6][CH:5]=1)[CH3:2].[CH3:28]C(N(C(C)C)CC1C=CC=CC=1)C.C=CC1C=CC=CC=1.C=CC1C=CC(C=C)=CC=1.CI.C(Cl)[Cl:63], predict the reaction product. The product is: [Cl-:63].[NH2:14][C:13]1[C:4]([O:3][CH2:1][CH3:2])=[CH:5][CH:6]=[C:7]2[C:12]=1[CH:11]=[N+:10]([CH3:28])[CH:9]=[C:8]2[CH2:15][C:16]1[CH:17]=[C:18]([O:26][CH3:27])[C:19]([O:24][CH3:25])=[C:20]([O:22][CH3:23])[CH:21]=1.